Predict the product of the given reaction. From a dataset of Forward reaction prediction with 1.9M reactions from USPTO patents (1976-2016). (1) The product is: [OH:8][C:6]1[C:21]2[C:16](=[CH:17][CH:18]=[CH:19][CH:20]=2)[C:12]([CH3:22])([CH2:13][CH2:14][CH3:15])[C:11](=[O:23])[C:5]=1[C:4]([O:3][CH2:1][CH3:2])=[O:24]. Given the reactants [CH2:1]([O:3][C:4](=[O:24])[CH:5]([C:11](=[O:23])[C:12]([CH3:22])([C:16]1[CH:21]=[CH:20][CH:19]=[CH:18][CH:17]=1)[CH2:13][CH2:14][CH3:15])[C:6]([O:8]CC)=O)[CH3:2], predict the reaction product. (2) The product is: [CH3:1][O:2][C:3]1[CH:4]=[CH:5][C:6]([CH:9]2[CH2:14][NH:13][CH2:12][CH2:11][N:10]2[C:22]([O:24][CH2:25][CH3:26])=[O:23])=[CH:7][CH:8]=1. Given the reactants [CH3:1][O:2][C:3]1[CH:8]=[CH:7][C:6]([CH:9]2[CH2:14][N:13](C(OC(C)(C)C)=O)[CH2:12][CH2:11][N:10]2[C:22]([O:24][CH2:25][CH3:26])=[O:23])=[CH:5][CH:4]=1.C(=O)(O)[O-].[Na+], predict the reaction product. (3) Given the reactants [CH3:1][C:2]([NH:11][C:12](=[O:17])[C:13]([F:16])([F:15])[F:14])([CH3:10])[CH2:3][C:4]1[CH:9]=[CH:8][CH:7]=[CH:6][CH:5]=1.[Cl:18][S:19](O)(=[O:21])=[O:20].O, predict the reaction product. The product is: [CH3:10][C:2]([NH:11][C:12](=[O:17])[C:13]([F:16])([F:14])[F:15])([CH3:1])[CH2:3][C:4]1[CH:9]=[CH:8][C:7]([S:19]([Cl:18])(=[O:21])=[O:20])=[CH:6][CH:5]=1.